This data is from Forward reaction prediction with 1.9M reactions from USPTO patents (1976-2016). The task is: Predict the product of the given reaction. (1) Given the reactants CC[O:3][CH2:4][CH3:5].O.[C:7]1([CH3:17])[CH:12]=[CH:11][C:10](S(O)(=O)=O)=[CH:9][CH:8]=1.[CH3:18]O, predict the reaction product. The product is: [CH2:12]([C:11]1[CH:10]=[CH:9][CH:8]=[CH:18][C:5]=1[CH2:4][OH:3])[CH:7]=[CH2:17]. (2) Given the reactants [CH2:1]([O:8][C:9]([NH:11][C@H:12]([CH2:16][OH:17])[C:13]([OH:15])=O)=[O:10])[C:2]1[CH:7]=[CH:6][CH:5]=[CH:4][CH:3]=1.CN1CCOCC1.ClC(OCC(C)C)=O.[CH2:33]([NH2:40])[C:34]1[CH:39]=[CH:38][CH:37]=[CH:36][CH:35]=1, predict the reaction product. The product is: [CH2:33]([NH:40][C:13](=[O:15])[C@H:12]([NH:11][C:9]([O:8][CH2:1][C:2]1[CH:3]=[CH:4][CH:5]=[CH:6][CH:7]=1)=[O:10])[CH2:16][OH:17])[C:34]1[CH:39]=[CH:38][CH:37]=[CH:36][CH:35]=1. (3) Given the reactants [CH2:1]=[O:2].S(=O)(=O)(O)O.[CH3:8][C:9]1[CH:16]=[C:15](C)[CH:14]=[CH:13][C:10]=1[CH2:11][OH:12].C(C1C=CC=CC=1)C, predict the reaction product. The product is: [CH2:11]=[O:12].[C:9]1([CH3:8])[CH:16]=[CH:15][CH:14]=[C:13]([CH2:1][OH:2])[C:10]=1[CH3:11]. (4) The product is: [O:9]=[C:8]1[NH:7][C:6]2[CH:10]=[CH:11][CH:12]=[CH:13][C:5]=2[NH:4][C:3](=[O:14])[CH:2]1[NH:1][C:22](=[O:25])[CH2:23][CH3:24]. Given the reactants [NH2:1][CH:2]1[C:8](=[O:9])[NH:7][C:6]2[CH:10]=[CH:11][CH:12]=[CH:13][C:5]=2[NH:4][C:3]1=[O:14].C(N(CC)CC)C.[C:22](Cl)(=[O:25])[CH2:23][CH3:24], predict the reaction product. (5) Given the reactants [OH:1][C:2]1[CH:7]=[C:6]([CH3:8])[C:5]([C:9](=[O:11])[CH3:10])=[C:4]([CH3:12])[CH:3]=1.Cl[CH2:14][CH:15]([OH:18])[CH2:16][OH:17], predict the reaction product. The product is: [OH:18][CH:15]([CH2:16][OH:17])[CH2:14][O:1][C:2]1[CH:3]=[C:4]([CH3:12])[C:5]([C:9](=[O:11])[CH3:10])=[C:6]([CH3:8])[CH:7]=1. (6) Given the reactants CCN(CC)CC.[N:8]([C@H:11]1[CH2:15][C@@H:14]([O:16][CH2:17][C:18]2[CH:23]=[CH:22][CH:21]=[CH:20][CH:19]=2)[CH2:13][C@@H:12]1[OH:24])=[N+:9]=[N-:10].[CH3:25][S:26](Cl)(=[O:28])=[O:27].C([O-])(O)=O.[Na+], predict the reaction product. The product is: [CH3:25][S:26]([O:24][C@@H:12]1[CH2:13][C@H:14]([O:16][CH2:17][C:18]2[CH:23]=[CH:22][CH:21]=[CH:20][CH:19]=2)[CH2:15][C@H:11]1[N:8]=[N+:9]=[N-:10])(=[O:28])=[O:27]. (7) Given the reactants C(=O)([O-])OC[C:4]1[CH:9]=[C:8]([N+:10]([O-:12])=[O:11])[C:7]([Br:13])=[CH:6][C:5]=1[CH:14]1[CH2:19][CH2:18][CH2:17][CH2:16][CH2:15]1.[OH-:22].[K+].Cl, predict the reaction product. The product is: [Br:13][C:7]1[C:8]([N+:10]([O-:12])=[O:11])=[CH:9][C:4]([OH:22])=[C:5]([CH:14]2[CH2:19][CH2:18][CH2:17][CH2:16][CH2:15]2)[CH:6]=1. (8) Given the reactants [F:1][C:2]([F:30])([F:29])[C:3]1[CH:4]=[C:5]([CH:26]=[CH:27][CH:28]=1)[CH2:6][NH:7][C:8](=[O:25])[C:9]1[CH:14]=[CH:13][N:12]=[C:11]([C:15]2[CH:20]=[C:19](F)[CH:18]=[CH:17][C:16]=2[N+:22]([O-:24])=[O:23])[CH:10]=1.[NH:31]1[CH2:36][CH2:35][O:34][CH2:33][CH2:32]1.C(=O)([O-])[O-].[K+].[K+], predict the reaction product. The product is: [F:30][C:2]([F:29])([F:1])[C:3]1[CH:4]=[C:5]([CH:26]=[CH:27][CH:28]=1)[CH2:6][NH:7][C:8](=[O:25])[C:9]1[CH:14]=[CH:13][N:12]=[C:11]([C:15]2[CH:20]=[C:19]([N:31]3[CH2:36][CH2:35][O:34][CH2:33][CH2:32]3)[CH:18]=[CH:17][C:16]=2[N+:22]([O-:24])=[O:23])[CH:10]=1.